From a dataset of Reaction yield outcomes from USPTO patents with 853,638 reactions. Predict the reaction yield, written as a fraction of the theoretical maximum amount of product (1.0 means a 100% yield; for example, 0.34 means a 34% yield). (1) The reactants are [CH3:1][O:2][C:3]1[CH:8]=[CH:7][CH:6]=[CH:5][C:4]=1[S:9]([N:12]([CH3:25])[C:13]1[CH:14]=[CH:15][CH:16]=[C:17]2[C:21]=1[NH:20][C:19]([C:22]([NH2:24])=O)=[CH:18]2)(=[O:11])=[O:10].COC1C=CC(P2(SP(C3C=CC(OC)=CC=3)(=S)S2)=[S:35])=CC=1. The catalyst is O1CCCC1. The product is [CH3:1][O:2][C:3]1[CH:8]=[CH:7][CH:6]=[CH:5][C:4]=1[S:9]([N:12]([CH3:25])[C:13]1[CH:14]=[CH:15][CH:16]=[C:17]2[C:21]=1[NH:20][C:19]([C:22](=[S:35])[NH2:24])=[CH:18]2)(=[O:11])=[O:10]. The yield is 0.780. (2) The reactants are [C:1]([O:5][C:6]([N:8]1[CH2:13][CH2:12][CH:11]([N:14]2[CH:18]=[C:17]([C:19]3[CH:20]=[N:21][C:22]([C:25]4[CH:30]=[CH:29][CH:28]=[C:27]([C:31]#[C:32][Si](C)(C)C)[CH:26]=4)=[N:23][CH:24]=3)[CH:16]=[N:15]2)[CH2:10][CH2:9]1)=[O:7])([CH3:4])([CH3:3])[CH3:2].[N:37]([CH2:40][Si:41]([CH3:44])([CH3:43])[CH3:42])=[N+:38]=[N-:39].[CH2:45]1OCCOC1. The catalyst is O.O.O.O.O.O.S([O-])([O-])(=O)=O.[Cu+2]. The product is [C:1]([O:5][C:6]([N:8]1[CH2:9][CH2:10][CH:11]([N:14]2[CH:18]=[C:17]([C:19]3[CH:24]=[N:23][C:22]([C:25]4[CH:30]=[CH:29][CH:28]=[C:27]([C:31]5[N:39]=[N:38][N:37]([CH:40]([Si:41]([CH3:44])([CH3:43])[CH3:42])[CH3:45])[CH:32]=5)[CH:26]=4)=[N:21][CH:20]=3)[CH:16]=[N:15]2)[CH2:12][CH2:13]1)=[O:7])([CH3:4])([CH3:3])[CH3:2]. The yield is 0.490. (3) The reactants are [CH2:1]([NH2:7])[CH:2]1[O:6][CH2:5][CH2:4][CH2:3]1.Cl[C:9]1[C:10]2[CH:18]=[C:17]([F:19])[N:16]=[CH:15][C:11]=2[N:12]=[CH:13][N:14]=1.C(N(C(C)C)CC)(C)C. The catalyst is ClCCl. The product is [F:19][C:17]1[N:16]=[CH:15][C:11]2[N:12]=[CH:13][N:14]=[C:9]([NH:7][CH2:1][CH:2]3[CH2:3][CH2:4][CH2:5][O:6]3)[C:10]=2[CH:18]=1. The yield is 0.850. (4) The reactants are [CH:1]1([O:5][C:6]2[CH:7]=[C:8]([C:16]3[N:25](COCC[Si](C)(C)C)[C:19]4[CH:20]=[N:21][NH:22][C:23](=[O:24])[C:18]=4[C:17]=3[C:34]3[CH:39]=[CH:38][CH:37]=[CH:36][CH:35]=3)[CH:9]=[CH:10][C:11]=2[O:12][CH:13]([F:15])[F:14])[CH2:4][CH2:3][CH2:2]1.C1(OC2C=C(C3N(COCC[Si](C)(C)C)C4C=NNC(=O)C=4C=3)C=CC=2OC(F)F)CC1. No catalyst specified. The product is [CH:1]1([O:5][C:6]2[CH:7]=[C:8]([C:16]3[NH:25][C:19]4[CH:20]=[N:21][NH:22][C:23](=[O:24])[C:18]=4[C:17]=3[C:34]3[CH:39]=[CH:38][CH:37]=[CH:36][CH:35]=3)[CH:9]=[CH:10][C:11]=2[O:12][CH:13]([F:14])[F:15])[CH2:4][CH2:3][CH2:2]1. The yield is 0.840. (5) The reactants are C(OC([N:8]([CH2:16][C:17]1[CH:24]=[CH:23][C:20]([C:21]#[N:22])=[CH:19][CH:18]=1)C(OC(C)(C)C)=O)=O)(C)(C)C. The catalyst is C(O)(C(F)(F)F)=O.ClCCl. The product is [NH2:22][CH2:21][C:20]1[CH:23]=[CH:24][C:17]([C:16]#[N:8])=[CH:18][CH:19]=1. The yield is 0.680.